This data is from Reaction yield outcomes from USPTO patents with 853,638 reactions. The task is: Predict the reaction yield, written as a fraction of the theoretical maximum amount of product (1.0 means a 100% yield; for example, 0.34 means a 34% yield). (1) The reactants are [CH3:1][C:2]1[CH:3]=[C:4](B(O)O)[CH:5]=[CH:6][CH:7]=1.[F-].[Cs+].[CH3:13][C:14]([C:16]1[CH:21]=[CH:20][C:19](Cl)=[CH:18][CH:17]=1)=[O:15]. The catalyst is C([O-])(=O)C.[Pd+2].C([O-])(=O)C.C1(P(C2CCCCC2)C2C=CC3C(=CC=CC=3)C=2C2C3C(=CC=CC=3)C=CC=2P(C2CCCCC2)C2CCCCC2)CCCCC1.O1CCOCC1. The product is [CH3:1][C:2]1[CH:3]=[C:4]([C:19]2[CH:20]=[CH:21][C:16]([C:14](=[O:15])[CH3:13])=[CH:17][CH:18]=2)[CH:5]=[CH:6][CH:7]=1. The yield is 0.930. (2) The reactants are Cl[C:2]1[CH:7]=[CH:6][C:5]([NH2:8])=[C:4]([N+:9]([O-])=O)[CH:3]=1.[Br:12]N1C(=O)CCC1=O.O. The catalyst is CC#N. The product is [Br:12][C:6]1[CH:7]=[CH:2][CH:3]=[C:4]([NH2:9])[C:5]=1[NH2:8]. The yield is 0.867. (3) The reactants are [Cl-].CON(C)[C:5](=[O:16])[CH2:6][C:7]1[C:12]([F:13])=[CH:11][CH:10]=[C:9]([F:14])[C:8]=1[F:15].Cl.[CH3:19]C(OC)(C)C. The catalyst is C1COCC1. The product is [F:15][C:8]1[C:9]([F:14])=[CH:10][CH:11]=[C:12]([F:13])[C:7]=1[CH2:6][C:5](=[O:16])[CH3:19]. The yield is 0.950. (4) The reactants are [NH2:1][C:2]1[CH:7]=[C:6]([O:8][C:9]2[CH:14]=[CH:13][C:12]([NH:15][C:16]([C:18]3([C:21]([NH:23][C:24]4[CH:29]=[CH:28][C:27]([F:30])=[CH:26][CH:25]=4)=[O:22])[CH2:20][CH2:19]3)=[O:17])=[C:11]([F:31])[CH:10]=2)[CH:5]=[CH:4][N:3]=1.[CH2:32]([N:34]([CH2:37][CH3:38])[CH2:35][CH3:36])C.ClC([O:42][C:43]1C=CC=C[CH:44]=1)=O.[O:49]1CCCC1. No catalyst specified. The product is [F:31][C:11]1[CH:10]=[C:9]([O:8][C:6]2[CH:5]=[CH:4][N:3]=[C:2]([NH:1][C:32]([N:34]3[CH2:37][CH2:38][CH:44]([CH2:43][OH:42])[CH2:36][CH2:35]3)=[O:49])[CH:7]=2)[CH:14]=[CH:13][C:12]=1[NH:15][C:16]([C:18]1([C:21]([NH:23][C:24]2[CH:25]=[CH:26][C:27]([F:30])=[CH:28][CH:29]=2)=[O:22])[CH2:20][CH2:19]1)=[O:17]. The yield is 0.735. (5) The reactants are CC(OC([N:8]1[CH2:13][CH2:12][CH:11]([CH2:14][C:15]2[CH:16]=[C:17]([CH:21]=[CH:22][CH:23]=2)[C:18]([OH:20])=O)[CH2:10][CH2:9]1)=O)(C)C.[NH2:24][CH2:25][C:26]1[CH:27]=[C:28]([C:32]2[S:36][C:35]([CH2:37][N:38]3[CH2:43][CH2:42][N:41](C(OC(C)(C)C)=O)[C@@H:40]([CH3:51])[CH2:39]3)=[CH:34][CH:33]=2)[CH:29]=[CH:30][CH:31]=1.C(Cl)CCl.C1C=CC2N(O)N=NC=2C=1.C([O-])([O-])=O.[Na+].[Na+]. The catalyst is C(Cl)(Cl)Cl. The product is [CH3:51][C@@H:40]1[NH:41][CH2:42][CH2:43][N:38]([CH2:37][C:35]2[S:36][C:32]([C:28]3[CH:27]=[C:26]([CH2:25][NH:24][C:18](=[O:20])[C:17]4[CH:21]=[CH:22][CH:23]=[C:15]([CH2:14][CH:11]5[CH2:10][CH2:9][NH:8][CH2:13][CH2:12]5)[CH:16]=4)[CH:31]=[CH:30][CH:29]=3)=[CH:33][CH:34]=2)[CH2:39]1. The yield is 0.520. (6) The reactants are FC(F)(F)C(O)=O.[CH3:8][O:9][C:10]1[CH:11]=[C:12]2[C:17](=[CH:18][C:19]=1[O:20][CH3:21])[N:16]=[CH:15][N:14]=[C:13]2[N:22]1[CH2:27][CH2:26][CH:25]([NH2:28])[CH2:24][CH2:23]1.[CH:29]([C:32]1[CH:37]=[CH:36][C:35]([CH2:38][C:39](O)=[O:40])=[CH:34][CH:33]=1)([CH3:31])[CH3:30].C1C=CC2N(O)N=NC=2C=1.CN(C(ON1N=NC2C=CC=CC1=2)=[N+](C)C)C.F[P-](F)(F)(F)(F)F.CCN(C(C)C)C(C)C. The catalyst is C1COCC1. The product is [CH3:8][O:9][C:10]1[CH:11]=[C:12]2[C:17](=[CH:18][C:19]=1[O:20][CH3:21])[N:16]=[CH:15][N:14]=[C:13]2[N:22]1[CH2:23][CH2:24][CH:25]([NH:28][C:39](=[O:40])[CH2:38][C:35]2[CH:36]=[CH:37][C:32]([CH:29]([CH3:30])[CH3:31])=[CH:33][CH:34]=2)[CH2:26][CH2:27]1. The yield is 0.671.